The task is: Predict the product of the given reaction.. This data is from Forward reaction prediction with 1.9M reactions from USPTO patents (1976-2016). (1) Given the reactants C(N(CC)CC)C.[C:8]([C:12]1[CH:13]=[C:14]([C:21]2[O:22][CH:23]=[N:24][N:25]=2)[C:15]([O:19][CH3:20])=[C:16]([CH:18]=1)[NH2:17])([CH3:11])([CH3:10])[CH3:9].C1([O:32][C:33](=O)[NH:34][C:35]2[C:44]3[C:39](=[CH:40][CH:41]=[CH:42][CH:43]=3)[C:38]([O:45][C:46]3[CH:51]=[CH:50][N:49]=[C:48]([NH:52][C:53]4[CH:58]=[C:57]([O:59][CH2:60][CH2:61][O:62][CH2:63][CH2:64][O:65][CH2:66][CH2:67][O:68][CH3:69])[CH:56]=[C:55]([O:70][CH3:71])[CH:54]=4)[N:47]=3)=[CH:37][CH:36]=2)C=CC=CC=1, predict the reaction product. The product is: [C:8]([C:12]1[CH:13]=[C:14]([C:21]2[O:22][CH:23]=[N:24][N:25]=2)[C:15]([O:19][CH3:20])=[C:16]([NH:17][C:33]([NH:34][C:35]2[C:44]3[C:39](=[CH:40][CH:41]=[CH:42][CH:43]=3)[C:38]([O:45][C:46]3[CH:51]=[CH:50][N:49]=[C:48]([NH:52][C:53]4[CH:58]=[C:57]([O:59][CH2:60][CH2:61][O:62][CH2:63][CH2:64][O:65][CH2:66][CH2:67][O:68][CH3:69])[CH:56]=[C:55]([O:70][CH3:71])[CH:54]=4)[N:47]=3)=[CH:37][CH:36]=2)=[O:32])[CH:18]=1)([CH3:11])([CH3:9])[CH3:10]. (2) Given the reactants C(=O)([O-])[O-].[K+].[K+].Cl[C:8]1[CH:17]=[CH:16][C:11]([C:12]([O:14][CH3:15])=[O:13])=[CH:10][N:9]=1.[C:18]([NH:25][C@H:26]([C:35]([OH:37])=[O:36])[CH2:27][C:28]1[CH:33]=[CH:32][C:31]([OH:34])=[CH:30][CH:29]=1)([O:20][C:21]([CH3:24])([CH3:23])[CH3:22])=[O:19], predict the reaction product. The product is: [CH3:15][O:14][C:12](=[O:13])[C:11]1[CH:16]=[CH:17][C:8]([O:34][C:31]2[CH:30]=[CH:29][C:28]([CH2:27][CH:26]([NH:25][C:18]([O:20][C:21]([CH3:24])([CH3:23])[CH3:22])=[O:19])[C:35]([OH:37])=[O:36])=[CH:33][CH:32]=2)=[N:9][CH:10]=1. (3) Given the reactants [C:1]1([C@H:11]([NH:13][C@H:14]2[CH2:19][CH2:18][CH2:17][C@H:16]([C:20]3[CH:28]=[CH:27][C:23]([C:24](O)=[O:25])=[CH:22][CH:21]=3)[CH2:15]2)[CH3:12])[C:10]2[C:5](=[CH:6][CH:7]=[CH:8][CH:9]=2)[CH:4]=[CH:3][CH:2]=1.B.C1COCC1, predict the reaction product. The product is: [C:1]1([C@H:11]([NH:13][CH:14]2[CH2:19][CH2:18][CH2:17][CH:16]([C:20]3[CH:21]=[CH:22][C:23]([CH2:24][OH:25])=[CH:27][CH:28]=3)[CH2:15]2)[CH3:12])[C:10]2[C:5](=[CH:6][CH:7]=[CH:8][CH:9]=2)[CH:4]=[CH:3][CH:2]=1. (4) Given the reactants [CH3:1][S:2](Cl)(=[O:4])=[O:3].[C:6]([O:10][C:11]([NH:13][C@H:14]([C:19]([O:21][C:22]([CH3:25])([CH3:24])[CH3:23])=[O:20])[CH2:15][CH2:16][CH2:17][OH:18])=[O:12])([CH3:9])([CH3:8])[CH3:7].C(N(CC)CC)C.O, predict the reaction product. The product is: [C:6]([O:10][C:11]([NH:13][C@H:14]([C:19]([O:21][C:22]([CH3:25])([CH3:24])[CH3:23])=[O:20])[CH2:15][CH2:16][CH2:17][O:18][S:2]([CH3:1])(=[O:4])=[O:3])=[O:12])([CH3:9])([CH3:8])[CH3:7]. (5) Given the reactants [NH:1]1[C:9]2[C:4](=[C:5]([C:10]3[CH:18]=[C:17]4[C:13]([CH:14]=[N:15][N:16]4S(C4C=CC(C)=CC=4)(=O)=O)=[C:12]([C:29]4NN=[N:31][N:30]=4)[CH:11]=3)[CH:6]=[CH:7][CH:8]=2)[CH:3]=[CH:2]1.[NH:1]1[C:9]2[C:4](=[C:5]([C:10]3[CH:18]=[C:17]4[C:13]([CH:14]=[N:15][N:16]4S(C4C=CC=CC=4)(=O)=O)=[C:12]([C:29]4NN=[N:31][N:30]=4)[CH:11]=3)[CH:6]=[CH:7][CH:8]=2)[CH:3]=[CH:2]1.[CH3:66][O:67][CH2:68][CH2:69][C:70](Cl)=[O:71].[OH-].[Na+], predict the reaction product. The product is: [NH:1]1[C:9]2[C:4](=[C:5]([C:10]3[CH:18]=[C:17]4[C:13]([CH:14]=[N:15][NH:16]4)=[C:12]([C:29]4[O:71][C:70]([CH2:69][CH2:68][O:67][CH3:66])=[N:31][N:30]=4)[CH:11]=3)[CH:6]=[CH:7][CH:8]=2)[CH:3]=[CH:2]1. (6) The product is: [CH3:2][C:3]1[CH:4]=[C:5]([C:12]2[CH2:13][N:14]([CH2:18][CH2:19][CH3:20])[CH2:15][CH2:16][CH:17]=2)[CH:6]=[CH:7][C:8]=1[N+:9]([O-:11])=[O:10]. Given the reactants [I-].[CH3:2][C:3]1[CH:4]=[C:5]([C:12]2[CH:13]=[N+:14]([CH2:18][CH2:19][CH3:20])[CH:15]=[CH:16][CH:17]=2)[CH:6]=[CH:7][C:8]=1[N+:9]([O-:11])=[O:10].[BH4-].[Na+], predict the reaction product. (7) The product is: [Cl:31][C:28]1[CH:27]=[CH:26][C:25]([N:18]2[C@@H:19]3[C@H:24]([CH2:23][CH2:22][CH2:21][CH2:20]3)[NH:15][CH2:16][CH2:17]2)=[CH:30][CH:29]=1. Given the reactants ClC(OC(Cl)C)=O.C([N:15]1[C@@H:24]2[C@H:19]([CH2:20][CH2:21][CH2:22][CH2:23]2)[N:18]([C:25]2[CH:30]=[CH:29][C:28]([Cl:31])=[CH:27][CH:26]=2)[CH2:17][CH2:16]1)C1C=CC=CC=1, predict the reaction product. (8) Given the reactants Cl.[CH:2]12[CH2:11][CH:6]3[CH2:7][CH:8]([CH2:10][CH:4]([CH2:5]3)[CH:3]1[NH2:12])[CH2:9]2.C(N(CC)CC)C.[CH3:20][O:21][C:22]1[CH:27]=[CH:26][C:25]([N:28]=[C:29]=[O:30])=[C:24]([CH3:31])[CH:23]=1, predict the reaction product. The product is: [CH:2]12[CH2:11][CH:6]3[CH2:7][CH:8]([CH2:10][CH:4]([CH2:5]3)[CH:3]1[NH:12][C:29]([NH:28][C:25]1[CH:26]=[CH:27][C:22]([O:21][CH3:20])=[CH:23][C:24]=1[CH3:31])=[O:30])[CH2:9]2. (9) Given the reactants [Cl:1][C:2]1[CH:3]=[C:4]([O:13][CH2:14][C:15]2[C:24]([F:25])=[CH:23][C:18]([C:19]([O:21]C)=[O:20])=[C:17]([F:26])[CH:16]=2)[CH:5]=[N:6][C:7]=1[O:8][CH2:9][CH:10]([CH3:12])[CH3:11].[OH-].[Li+], predict the reaction product. The product is: [Cl:1][C:2]1[CH:3]=[C:4]([O:13][CH2:14][C:15]2[C:24]([F:25])=[CH:23][C:18]([C:19]([OH:21])=[O:20])=[C:17]([F:26])[CH:16]=2)[CH:5]=[N:6][C:7]=1[O:8][CH2:9][CH:10]([CH3:12])[CH3:11].